From a dataset of Aqueous solubility values for 9,982 compounds from the AqSolDB database. Regression/Classification. Given a drug SMILES string, predict its absorption, distribution, metabolism, or excretion properties. Task type varies by dataset: regression for continuous measurements (e.g., permeability, clearance, half-life) or binary classification for categorical outcomes (e.g., BBB penetration, CYP inhibition). For this dataset (solubility_aqsoldb), we predict Y. The molecule is O=c1[nH]c2cncnc2[nH]1. The Y is -1.51 log mol/L.